This data is from Catalyst prediction with 721,799 reactions and 888 catalyst types from USPTO. The task is: Predict which catalyst facilitates the given reaction. (1) Reactant: [Br:1][CH2:2][CH2:3]Br.[Br:5][C:6]1[CH:11]=[CH:10][CH:9]=[C:8]([Br:12])[C:7]=1[OH:13].[OH-].[Na+]. Product: [Br:5][C:6]1[CH:11]=[CH:10][CH:9]=[C:8]([Br:12])[C:7]=1[O:13][CH2:3][CH2:2][Br:1]. The catalyst class is: 6. (2) Reactant: [CH3:1][O:2][C:3]1[CH:11]=[C:10]2[C:6]([CH:7]=[N:8][NH:9]2)=[CH:5][C:4]=1[NH:12][C:13]1[C:14]2[C:21]([C:22]([OH:24])=O)=[CH:20][NH:19][C:15]=2[N:16]=[CH:17][N:18]=1.[CH3:25][N:26]1[CH2:31][CH2:30][NH:29][CH2:28][CH2:27]1.C(P1(=O)OP(=O)(CCC)OP(=O)(CCC)O1)CC.C(N(C(C)C)C(C)C)C.[OH-].[Na+]. Product: [CH3:1][O:2][C:3]1[CH:11]=[C:10]2[C:6]([CH:7]=[N:8][NH:9]2)=[CH:5][C:4]=1[NH:12][C:13]1[C:14]2[C:21]([C:22]([N:29]3[CH2:30][CH2:31][N:26]([CH3:25])[CH2:27][CH2:28]3)=[O:24])=[CH:20][NH:19][C:15]=2[N:16]=[CH:17][N:18]=1. The catalyst class is: 145. (3) Reactant: [CH3:1][C:2]1[O:6][C:5]([C:7]2[CH:16]=[CH:15][C:10]([C:11]([O:13]C)=[O:12])=[CH:9][CH:8]=2)=[N:4][C:3]=1[CH2:17][S:18]([C:21]1[CH:26]=[CH:25][C:24]([CH2:27][N:28]2[CH2:33][CH2:32][O:31][CH2:30][CH2:29]2)=[CH:23][CH:22]=1)(=[O:20])=[O:19]. Product: [CH3:1][C:2]1[O:6][C:5]([C:7]2[CH:16]=[CH:15][C:10]([C:11]([OH:13])=[O:12])=[CH:9][CH:8]=2)=[N:4][C:3]=1[CH2:17][S:18]([C:21]1[CH:26]=[CH:25][C:24]([CH2:27][N:28]2[CH2:33][CH2:32][O:31][CH2:30][CH2:29]2)=[CH:23][CH:22]=1)(=[O:19])=[O:20]. The catalyst class is: 33. (4) Reactant: [Cl:1][C:2]1[C:11]([OH:12])=[C:10]([OH:13])[CH:9]=[C:8]2[C:3]=1[C:4](=[O:19])[C:5]([C:16]([OH:18])=[O:17])=[N:6][N:7]2[CH2:14][CH3:15].[C:20](=[O:23])([O-])[O-].[K+].[K+].Cl[CH2:27][C:28]1[CH:33]=[CH:32][C:31]([O:34][CH3:35])=[CH:30][CH:29]=1.ClCCl. Product: [Cl:1][C:2]1[C:11]([O:12][CH2:27][C:28]2[CH:33]=[CH:32][C:31]([O:34][CH3:35])=[CH:30][CH:29]=2)=[C:10]([O:13][CH2:27][C:28]2[CH:33]=[CH:32][C:31]([O:34][CH3:35])=[CH:30][CH:29]=2)[CH:9]=[C:8]2[C:3]=1[C:4](=[O:19])[C:5]([C:16]([O:18][CH2:4][C:3]1[CH:8]=[CH:9][C:10]([O:23][CH3:20])=[CH:11][CH:2]=1)=[O:17])=[N:6][N:7]2[CH2:14][CH3:15]. The catalyst class is: 9. (5) Product: [C:1]([O:5][C:6]([N:8]1[CH2:9][CH:10]([S:18][CH3:17])[CH2:11]1)=[O:7])([CH3:2])([CH3:3])[CH3:4]. The catalyst class is: 9. Reactant: [C:1]([O:5][C:6]([N:8]1[CH2:11][CH:10](OS(C)(=O)=O)[CH2:9]1)=[O:7])([CH3:4])([CH3:3])[CH3:2].[CH3:17][S-:18].[Na+]. (6) Reactant: [Br:1][C:2]1[CH:7]=[CH:6][C:5]([C:8]2[CH:12]=[C:11]([CH3:13])[N:10]([C:14]3[C:15](=[O:28])[N:16]([CH:22]4[CH2:27][CH2:26][CH2:25][CH2:24][O:23]4)[N:17]=[CH:18][C:19]=3[O:20]C)[N:9]=2)=[CH:4][CH:3]=1.[OH-].[K+].Cl. Product: [Br:1][C:2]1[CH:3]=[CH:4][C:5]([C:8]2[CH:12]=[C:11]([CH3:13])[N:10]([C:14]3[C:15](=[O:28])[N:16]([CH:22]4[CH2:27][CH2:26][CH2:25][CH2:24][O:23]4)[N:17]=[CH:18][C:19]=3[OH:20])[N:9]=2)=[CH:6][CH:7]=1. The catalyst class is: 38. (7) Reactant: [F:1][C:2]([CH3:6])([CH3:5])[CH2:3][OH:4].C(N(CC)CC)C.[F:14][C:15]([F:28])([F:27])[S:16](O[S:16]([C:15]([F:28])([F:27])[F:14])(=[O:18])=[O:17])(=[O:18])=[O:17].Cl. Product: [F:1][C:2]([CH3:6])([CH3:5])[CH2:3][O:4][S:16]([C:15]([F:28])([F:27])[F:14])(=[O:18])=[O:17]. The catalyst class is: 282.